This data is from Forward reaction prediction with 1.9M reactions from USPTO patents (1976-2016). The task is: Predict the product of the given reaction. (1) Given the reactants [Br-].[F:2][C:3]([F:8])([F:7])[C:4]([Zn+])=[CH2:5].[Br:9][C:10]1[C:11]([O:17][CH:18]([F:20])[F:19])=[C:12](I)[CH:13]=[CH:14][CH:15]=1, predict the reaction product. The product is: [Br:9][C:10]1[C:11]([O:17][CH:18]([F:20])[F:19])=[C:12]([C:4]([C:3]([F:8])([F:7])[F:2])=[CH2:5])[CH:13]=[CH:14][CH:15]=1. (2) Given the reactants C([O:3][C:4]([C:6]1([C:9]2[CH:14]=[CH:13][C:12]([C:15]3[CH:20]=[CH:19][C:18]([C:21]4[S:22][C:23]([F:40])=[CH:24][C:25]=4[NH:26][C:27]([O:29][CH:30]([C:32]4[CH:37]=[CH:36][C:35]([F:38])=[CH:34][C:33]=4[CH3:39])[CH3:31])=[O:28])=[CH:17][C:16]=3[O:41][CH3:42])=[CH:11][CH:10]=2)[CH2:8][CH2:7]1)=[O:5])C.[OH-].[Na+].Cl, predict the reaction product. The product is: [F:40][C:23]1[S:22][C:21]([C:18]2[CH:19]=[CH:20][C:15]([C:12]3[CH:13]=[CH:14][C:9]([C:6]4([C:4]([OH:5])=[O:3])[CH2:8][CH2:7]4)=[CH:10][CH:11]=3)=[C:16]([O:41][CH3:42])[CH:17]=2)=[C:25]([NH:26][C:27]([O:29][CH:30]([C:32]2[CH:37]=[CH:36][C:35]([F:38])=[CH:34][C:33]=2[CH3:39])[CH3:31])=[O:28])[CH:24]=1. (3) Given the reactants [CH3:1][O:2][C:3](=[O:12])[CH2:4][C:5]1[CH:10]=[CH:9][C:8]([Br:11])=[CH:7][CH:6]=1.[CH2:13]1OCCO[CH2:17][CH2:16][O:15][CH2:14][CH2:13]O[CH2:17][CH2:16][O:15][CH2:14]1.[H-].[Na+].[Na+].[I-].ClCCOCCCl, predict the reaction product. The product is: [CH3:1][O:2][C:3]([C:4]1([C:5]2[CH:10]=[CH:9][C:8]([Br:11])=[CH:7][CH:6]=2)[CH2:17][CH2:16][O:15][CH2:14][CH2:13]1)=[O:12]. (4) Given the reactants Cl[C:2]1[CH:7]=[C:6]([C:8]2[CH:13]=[CH:12][CH:11]=[C:10]([Cl:14])[CH:9]=2)[N:5]2[N:15]=[C:16]([CH3:19])[C:17]([I:18])=[C:4]2[N:3]=1.CCN(C(C)C)C(C)C.[NH:29]1[CH2:33][CH2:32][CH2:31][C@H:30]1[CH2:34][OH:35], predict the reaction product. The product is: [Cl:14][C:10]1[CH:9]=[C:8]([C:6]2[N:5]3[N:15]=[C:16]([CH3:19])[C:17]([I:18])=[C:4]3[N:3]=[C:2]([N:29]3[CH2:33][CH2:32][CH2:31][C@H:30]3[CH2:34][OH:35])[CH:7]=2)[CH:13]=[CH:12][CH:11]=1.